Dataset: Forward reaction prediction with 1.9M reactions from USPTO patents (1976-2016). Task: Predict the product of the given reaction. (1) Given the reactants [NH:1]([C:9]([O:11][C:12]([CH3:15])([CH3:14])[CH3:13])=[O:10])[C@H:2]([C:5]([O:7][CH3:8])=[O:6])[CH2:3]I.[C:16]1(=O)[CH2:20][CH2:19][C:18](=[O:21])[CH2:17]1, predict the reaction product. The product is: [C:12]([O:11][C:9]([NH:1][C@@H:2]([CH2:3][C:16]1[CH2:20][CH2:19][C:18](=[O:21])[CH:17]=1)[C:5]([O:7][CH3:8])=[O:6])=[O:10])([CH3:15])([CH3:14])[CH3:13]. (2) Given the reactants I[C:2]1[N:3]=[C:4]([CH3:18])[N:5]([C:7]2[CH:12]=[N:11][N:10]([CH2:13][CH2:14]OC)[C:9](=[O:17])[CH:8]=2)[CH:6]=1.[Cl:19][C:20]1[CH:25]=[C:24]([C:26]#[C:27][Si](C)(C)C)[CH:23]=[CH:22][N:21]=1, predict the reaction product. The product is: [Cl:19][C:20]1[CH:25]=[C:24]([C:26]#[C:27][C:2]2[N:3]=[C:4]([CH3:18])[N:5]([C:7]3[CH:12]=[N:11][N:10]([CH2:13][CH3:14])[C:9](=[O:17])[CH:8]=3)[CH:6]=2)[CH:23]=[CH:22][N:21]=1.